From a dataset of Forward reaction prediction with 1.9M reactions from USPTO patents (1976-2016). Predict the product of the given reaction. (1) Given the reactants [OH:1][C@H:2]1[CH2:6][CH2:5][NH:4][C@@H:3]1[C:7]([OH:9])=[O:8].[OH-].[Na+].[C:12](O[C:12]([O:14][C:15]([CH3:18])([CH3:17])[CH3:16])=[O:13])([O:14][C:15]([CH3:18])([CH3:17])[CH3:16])=[O:13].Cl, predict the reaction product. The product is: [C:15]([O:14][C:12]([N:4]1[CH2:5][CH2:6][C@H:2]([OH:1])[C@H:3]1[C:7]([OH:9])=[O:8])=[O:13])([CH3:18])([CH3:17])[CH3:16]. (2) Given the reactants C[O:2][C:3](=[O:30])[CH:4]([NH:19][S:20]([C:23]1[CH:28]=[CH:27][C:26](Br)=[CH:25][CH:24]=1)(=[O:22])=[O:21])[CH:5]1[CH2:10][CH2:9][N:8]([C:11]([N:13]2[CH2:18][CH2:17][O:16][CH2:15][CH2:14]2)=[O:12])[CH2:7][CH2:6]1.[CH3:31][O:32][C:33](=O)[CH:34](N)[CH:35]1[CH2:40][CH2:39]N(C(N2CCOCC2)=O)CC1.C(N([CH2:56][CH3:57])CC)C.Br[C:59]1C=CC(S(Cl)(=O)=O)=CC=1, predict the reaction product. The product is: [CH3:31][O:32][C:33]1[CH:34]=[CH:35][C:40]([C:56]#[C:57][C:26]2[CH:27]=[CH:28][C:23]([S:20]([NH:19][CH:4]([CH:5]3[CH2:6][CH2:7][N:8]([C:11]([N:13]4[CH2:14][CH2:15][O:16][CH2:17][CH2:18]4)=[O:12])[CH2:9][CH2:10]3)[C:3]([OH:2])=[O:30])(=[O:22])=[O:21])=[CH:24][CH:25]=2)=[CH:39][CH:59]=1.